The task is: Predict which catalyst facilitates the given reaction.. This data is from Catalyst prediction with 721,799 reactions and 888 catalyst types from USPTO. (1) Reactant: C(OC(=O)[NH:7][C@H:8]1[CH2:13][CH2:12][C@@H:11]([NH:14][C:15]2[N:20]=[C:19]([O:21][CH3:22])[C:18]([CH3:23])=[CH:17][N:16]=2)[CH2:10][CH2:9]1)(C)(C)C.C(O)(C(F)(F)F)=O. Product: [CH3:22][O:21][C:19]1[C:18]([CH3:23])=[CH:17][N:16]=[C:15]([NH:14][C@@H:11]2[CH2:12][CH2:13][C@H:8]([NH2:7])[CH2:9][CH2:10]2)[N:20]=1. The catalyst class is: 2. (2) Reactant: [NH:1]1[C:9]2[C:4](=[CH:5][CH:6]=[C:7]([C@H:10]3[C@@:12]4([C:20]5[C:15](=[CH:16][CH:17]=[C:18]([CH3:21])[CH:19]=5)[NH:14][C:13]4=[O:22])[CH2:11]3)[CH:8]=2)[CH:3]=[N:2]1.C([O-])([O-])=O.[K+].[K+].[I:29]I. Product: [I:29][C:3]1[C:4]2[C:9](=[CH:8][C:7]([C@H:10]3[C@@:12]4([C:20]5[C:15](=[CH:16][CH:17]=[C:18]([CH3:21])[CH:19]=5)[NH:14][C:13]4=[O:22])[CH2:11]3)=[CH:6][CH:5]=2)[NH:1][N:2]=1. The catalyst class is: 3. (3) Reactant: C[O:2][C:3]1[C:4]([CH3:28])=[C:5]2[C:10](=[CH:11][C:12]=1[CH3:13])[N:9]([CH2:14][C:15]1[CH:24]=[CH:23][C:22]3[C:17](=[CH:18][CH:19]=[CH:20][CH:21]=3)[N:16]=1)[C:8]1([CH2:27][CH2:26][CH2:25]1)[CH2:7][CH2:6]2.B(Br)(Br)Br. Product: [CH3:28][C:4]1[C:3]([OH:2])=[C:12]([CH3:13])[CH:11]=[C:10]2[C:5]=1[CH2:6][CH2:7][C:8]1([CH2:27][CH2:26][CH2:25]1)[N:9]2[CH2:14][C:15]1[CH:24]=[CH:23][C:22]2[C:17](=[CH:18][CH:19]=[CH:20][CH:21]=2)[N:16]=1. The catalyst class is: 2. (4) Reactant: [CH2:1]([N:3]1[C:11]2[C:6](=[CH:7][C:8]([N+:12]([O-])=O)=[CH:9][CH:10]=2)[C:5](=[O:15])[NH:4]1)[CH3:2].[CH3:16][C:17]1[N:18]=[C:19]([C:25]2[CH:30]=[CH:29][CH:28]=[CH:27][N:26]=2)[S:20][C:21]=1[C:22](O)=[O:23].C(N1C2C(=CC(NC(C3C(C)=NN(C4C=CC=CC=4)N=3)=O)=CC=2)C(=O)N1)C.C1COCC1. Product: [CH2:1]([N:3]1[C:11]2[C:6](=[CH:7][C:8]([NH:12][C:22]([C:21]3[S:20][C:19]([C:25]4[CH:30]=[CH:29][CH:28]=[CH:27][N:26]=4)=[N:18][C:17]=3[CH3:16])=[O:23])=[CH:9][CH:10]=2)[C:5](=[O:15])[NH:4]1)[CH3:2]. The catalyst class is: 61. (5) Reactant: [N:1]1[CH:6]=[CH:5][C:4]([C:7]2[CH:17]=[CH:16][C:10]([C:11]([O:13]CC)=[O:12])=[CH:9][CH:8]=2)=[CH:3][N:2]=1.[OH-].[Na+].O.Cl. Product: [N:1]1[CH:6]=[CH:5][C:4]([C:7]2[CH:8]=[CH:9][C:10]([C:11]([OH:13])=[O:12])=[CH:16][CH:17]=2)=[CH:3][N:2]=1. The catalyst class is: 5. (6) Reactant: [Cl:1][C:2]1[CH:3]=[C:4]([CH:33]=[C:34]([F:36])[CH:35]=1)[CH2:5][CH:6]1[C:15]2[C:10](=[CH:11][CH:12]=[C:13]([O:16][CH2:17][CH2:18][NH:19][S:20]([CH2:23][CH:24]3[CH2:26][CH2:25]3)(=[O:22])=[O:21])[CH:14]=2)[CH2:9][CH2:8][CH:7]1[NH:27][C:28](=O)OCC.[H-].[H-].[H-].[H-].[Li+].[Al+3].[OH-].[Na+].CC(O)C.Cl. Product: [ClH:1].[Cl:1][C:2]1[CH:3]=[C:4]([CH:33]=[C:34]([F:36])[CH:35]=1)[CH2:5][CH:6]1[C:15]2[CH:14]=[C:13]([O:16][CH2:17][CH2:18][NH:19][S:20]([CH2:23][CH:24]3[CH2:26][CH2:25]3)(=[O:22])=[O:21])[CH:12]=[CH:11][C:10]=2[CH2:9][CH2:8][CH:7]1[NH:27][CH3:28]. The catalyst class is: 76.